From a dataset of Forward reaction prediction with 1.9M reactions from USPTO patents (1976-2016). Predict the product of the given reaction. (1) Given the reactants [C:1]([O:5][C:6](=[O:15])[NH:7][CH2:8][CH:9]1[CH2:14][CH2:13][NH:12][CH2:11][CH2:10]1)([CH3:4])([CH3:3])[CH3:2].[CH3:16][C:17]([CH3:19])=O, predict the reaction product. The product is: [C:1]([O:5][C:6](=[O:15])[NH:7][CH2:8][CH:9]1[CH2:10][CH2:11][N:12]([CH:17]([CH3:19])[CH3:16])[CH2:13][CH2:14]1)([CH3:4])([CH3:2])[CH3:3]. (2) Given the reactants [F:1][C:2]1[C:11]([F:12])=[C:10]2[C:5]([C:6]([OH:27])=[C:7]([C:16]([NH:18][CH2:19][C:20]([O:22]C(C)(C)C)=[O:21])=[O:17])[C:8](=[O:15])[C:9]2([CH3:14])[CH3:13])=[CH:4][CH:3]=1, predict the reaction product. The product is: [F:1][C:2]1[C:11]([F:12])=[C:10]2[C:5]([C:6]([OH:27])=[C:7]([C:16]([NH:18][CH2:19][C:20]([OH:22])=[O:21])=[O:17])[C:8](=[O:15])[C:9]2([CH3:14])[CH3:13])=[CH:4][CH:3]=1. (3) Given the reactants [CH3:1][N:2]1[C:10]2[C:5](=[CH:6][C:7]([N:14]3[CH2:19][CH2:18][O:17][CH2:16][CH2:15]3)=[CH:8][C:9]=2[C:11]([OH:13])=O)[C:4]([CH:20]([CH3:22])[CH3:21])=[CH:3]1.[NH2:23][CH2:24][C:25]1[C:26](=[O:33])[NH:27][C:28]([CH3:32])=[CH:29][C:30]=1[CH3:31].Cl.ON1C2N=CC=CC=2N=N1.CN1CCOCC1.C(Cl)CCl, predict the reaction product. The product is: [CH3:31][C:30]1[CH:29]=[C:28]([CH3:32])[NH:27][C:26](=[O:33])[C:25]=1[CH2:24][NH:23][C:11]([C:9]1[CH:8]=[C:7]([N:14]2[CH2:15][CH2:16][O:17][CH2:18][CH2:19]2)[CH:6]=[C:5]2[C:10]=1[N:2]([CH3:1])[CH:3]=[C:4]2[CH:20]([CH3:21])[CH3:22])=[O:13]. (4) Given the reactants [CH3:1][C:2]1[CH:7]=[C:6]([CH3:8])[CH:5]=[CH:4][C:3]=1[C:9]1[C:10]2[C:17]([C:18]([NH2:20])=[O:19])=[CH:16][N:15](COCC[Si](C)(C)C)[C:11]=2[N:12]=[CH:13][N:14]=1.CCCC[N+](CCCC)(CCCC)CCCC.[F-].C(N)CN, predict the reaction product. The product is: [CH3:1][C:2]1[CH:7]=[C:6]([CH3:8])[CH:5]=[CH:4][C:3]=1[C:9]1[C:10]2[C:17]([C:18]([NH2:20])=[O:19])=[CH:16][NH:15][C:11]=2[N:12]=[CH:13][N:14]=1. (5) Given the reactants [CH2:1]([N:3]1[C:12]2[C:7](=[CH:8][C:9]([N+:13]([O-])=O)=[CH:10][CH:11]=2)[C:6](=[O:16])[N:5]([CH2:17][CH2:18][C:19]#[N:20])[C:4]1=[O:21])[CH3:2].[Sn](Cl)Cl, predict the reaction product. The product is: [NH2:13][C:9]1[CH:8]=[C:7]2[C:12](=[CH:11][CH:10]=1)[N:3]([CH2:1][CH3:2])[C:4](=[O:21])[N:5]([CH2:17][CH2:18][C:19]#[N:20])[C:6]2=[O:16]. (6) Given the reactants [F:1][C:2]([F:12])([F:11])[C:3]1[N:8]=[CH:7][C:6]([CH2:9][NH2:10])=[CH:5][CH:4]=1.[CH2:13]([O:20][C:21]1[CH:26]=[CH:25][N:24]([C:27]2[S:28][C:29]([C:33](O)=[O:34])=[C:30]([CH3:32])[N:31]=2)[C:23](=[O:36])[CH:22]=1)[C:14]1[CH:19]=[CH:18][CH:17]=[CH:16][CH:15]=1, predict the reaction product. The product is: [CH2:13]([O:20][C:21]1[CH:26]=[CH:25][N:24]([C:27]2[S:28][C:29]([C:33]([NH:10][CH2:9][C:6]3[CH:7]=[N:8][C:3]([C:2]([F:11])([F:1])[F:12])=[CH:4][CH:5]=3)=[O:34])=[C:30]([CH3:32])[N:31]=2)[C:23](=[O:36])[CH:22]=1)[C:14]1[CH:19]=[CH:18][CH:17]=[CH:16][CH:15]=1. (7) Given the reactants [CH2:1]([N:3]1[CH2:7][CH2:6][C@@H:5]([CH2:8][C:9]2[CH:14]=[C:13]([F:15])[CH:12]=[CH:11][C:10]=2[S:16]([Cl:19])(=[O:18])=[O:17])[CH2:4]1)[CH3:2].C(N1CC[C@H](CC2C=CC=C(F)C=2)C1)C, predict the reaction product. The product is: [CH2:1]([N:3]1[CH2:7][CH2:6][C@H:5]([CH2:8][C:9]2[CH:14]=[C:13]([F:15])[CH:12]=[CH:11][C:10]=2[S:16]([Cl:19])(=[O:17])=[O:18])[CH2:4]1)[CH3:2]. (8) Given the reactants CS[C:3]1[N:4]=[C:5]([OH:12])[C:6]2[CH2:11][CH2:10][CH2:9][C:7]=2[N:8]=1.C(O)(=[O:15])C, predict the reaction product. The product is: [N:8]1[C:7]2[CH2:9][CH2:10][CH2:11][C:6]=2[C:5]([OH:12])=[N:4][C:3]=1[OH:15]. (9) Given the reactants [OH:1][CH:2]1[CH:12]2[CH:5]([CH2:6][O:7][Si:8]([CH:22]([CH3:24])[CH3:23])([CH:19]([CH3:21])[CH3:20])[O:9][Si:10]([CH:16]([CH3:18])[CH3:17])([CH:13]([CH3:15])[CH3:14])[O:11]2)[O:4][CH:3]1[N:25]1[CH:30]=[CH:29][C:28](=[O:31])[NH:27][C:26]1=[O:32].[C:33](OC(=O)C)(=[O:35])[CH3:34].C(N(CC)CC)C.CO, predict the reaction product. The product is: [O:32]=[C:26]1[NH:27][C:28](=[O:31])[CH:29]=[CH:30][N:25]1[CH:3]1[O:4][CH:5]2[CH2:6][O:7][Si:8]([CH:22]([CH3:23])[CH3:24])([CH:19]([CH3:21])[CH3:20])[O:9][Si:10]([CH:16]([CH3:17])[CH3:18])([CH:13]([CH3:14])[CH3:15])[O:11][CH:12]2[CH:2]1[O:1][C:33](=[O:35])[CH3:34]. (10) Given the reactants [CH3:1][O:2][C:3]1[C:4]([O:33][CH2:34][CH2:35][CH2:36][N:37]2[CH2:41][CH2:40][CH2:39][C:38]2=[O:42])=[CH:5][C:6]2[N:10]=[CH:9][N:8]([C:11]3[S:15][C:14]([C:16]([O:18]C)=O)=[C:13]([O:20][CH2:21][C:22]4[CH:27]=[CH:26][CH:25]=[CH:24][C:23]=4[C:28]([F:31])([F:30])[F:29])[CH:12]=3)[C:7]=2[CH:32]=1.[NH3:43], predict the reaction product. The product is: [CH3:1][O:2][C:3]1[C:4]([O:33][CH2:34][CH2:35][CH2:36][N:37]2[CH2:41][CH2:40][CH2:39][C:38]2=[O:42])=[CH:5][C:6]2[N:10]=[CH:9][N:8]([C:11]3[S:15][C:14]([C:16]([NH2:43])=[O:18])=[C:13]([O:20][CH2:21][C:22]4[CH:27]=[CH:26][CH:25]=[CH:24][C:23]=4[C:28]([F:30])([F:29])[F:31])[CH:12]=3)[C:7]=2[CH:32]=1.